This data is from Forward reaction prediction with 1.9M reactions from USPTO patents (1976-2016). The task is: Predict the product of the given reaction. (1) Given the reactants C([O:3][C:4](=O)[CH2:5][NH:6][C:7]1[C:12]([N+:13]([O-])=O)=[CH:11][CH:10]=[CH:9][C:8]=1[F:16])C, predict the reaction product. The product is: [F:16][C:8]1[CH:9]=[CH:10][CH:11]=[C:12]2[C:7]=1[NH:6][CH2:5][C:4](=[O:3])[NH:13]2. (2) Given the reactants [Br:1][C:2]1[C:3]([OH:10])=[C:4]([CH:7]=[CH:8][CH:9]=1)[CH:5]=[O:6].[C:11]([O-])([O-])=O.[K+].[K+].CI, predict the reaction product. The product is: [Br:1][C:2]1[C:3]([O:10][CH3:11])=[C:4]([CH:7]=[CH:8][CH:9]=1)[CH:5]=[O:6]. (3) Given the reactants [CH2:1]([O:3][C:4](=[O:40])[CH2:5][CH2:6][CH2:7][O:8][C:9]1[CH:14]=[CH:13][CH:12]=[C:11]([CH2:15][CH2:16][CH2:17][CH2:18][CH2:19][CH2:20][O:21][C:22]2[CH:27]=[C:26]([S:28]([CH3:31])(=[O:30])=[O:29])[CH:25]=[C:24](I)[CH:23]=2)[C:10]=1[CH2:33][CH2:34][C:35]([O:37][CH2:38][CH3:39])=[O:36])[CH3:2].[C:41](=[O:44])([O-])[O-:42].[Na+].[Na+], predict the reaction product. The product is: [CH2:1]([O:3][C:4](=[O:40])[CH2:5][CH2:6][CH2:7][O:8][C:9]1[CH:14]=[CH:13][CH:12]=[C:11]([CH2:15][CH2:16][CH2:17][CH2:18][CH2:19][CH2:20][O:21][C:22]2[CH:27]=[C:26]([S:28]([CH3:31])(=[O:30])=[O:29])[CH:25]=[C:24]([C:9]3[CH:14]=[CH:13][C:12]4[O:42][CH2:41][O:44][C:11]=4[CH:10]=3)[CH:23]=2)[C:10]=1[CH2:33][CH2:34][C:35]([O:37][CH2:38][CH3:39])=[O:36])[CH3:2]. (4) Given the reactants [NH:1]1[CH:5]=[CH:4][N:3]=[CH:2]1.[S:6](Cl)(Cl)=[O:7], predict the reaction product. The product is: [S:6]([C:2]1[NH:1][CH:5]=[CH:4][N:3]=1)([C:2]1[NH:1][CH:5]=[CH:4][N:3]=1)=[O:7].